Dataset: Reaction yield outcomes from USPTO patents with 853,638 reactions. Task: Predict the reaction yield, written as a fraction of the theoretical maximum amount of product (1.0 means a 100% yield; for example, 0.34 means a 34% yield). (1) The catalyst is CO. The product is [Cl:1][C:2]1[CH:26]=[CH:25][CH:24]=[CH:23][C:3]=1[CH:4]([OH:5])[C:6]1[S:10][C:9]([NH:11][C:12](=[O:22])[CH:13]([C:16]2[CH:21]=[CH:20][CH:19]=[CH:18][CH:17]=2)[CH2:14][CH3:15])=[N:8][CH:7]=1. The yield is 0.450. The reactants are [Cl:1][C:2]1[CH:26]=[CH:25][CH:24]=[CH:23][C:3]=1[C:4]([C:6]1[S:10][C:9]([NH:11][C:12](=[O:22])[CH:13]([C:16]2[CH:21]=[CH:20][CH:19]=[CH:18][CH:17]=2)[CH2:14][CH3:15])=[N:8][CH:7]=1)=[O:5].[BH4-].[Na+]. (2) The reactants are CC1C=CC(S(O[CH:12]2[CH2:16][CH2:15][O:14][CH2:13]2)(=O)=O)=CC=1.[N+:17]([C:20]1[CH:21]=[N:22][NH:23][CH:24]=1)([O-:19])=[O:18].C(=O)([O-])[O-].[Cs+].[Cs+]. The catalyst is CN(C=O)C. The product is [N+:17]([C:20]1[CH:21]=[N:22][N:23]([CH:12]2[CH2:16][CH2:15][O:14][CH2:13]2)[CH:24]=1)([O-:19])=[O:18]. The yield is 0.790. (3) The reactants are C([O:8][C:9]1[CH:14]=[C:13]([O:15][CH:16]([CH3:18])[CH3:17])[CH:12]=[CH:11][C:10]=1/[CH:19]=[CH:20]/[C:21]([O:23][CH2:24][CH3:25])=[O:22])C1C=CC=CC=1. The catalyst is [C].[Pd].O1CCCC1CCO. The product is [OH:8][C:9]1[CH:14]=[C:13]([O:15][CH:16]([CH3:18])[CH3:17])[CH:12]=[CH:11][C:10]=1[CH2:19][CH2:20][C:21]([O:23][CH2:24][CH3:25])=[O:22]. The yield is 0.890.